Dataset: Peptide-MHC class I binding affinity with 185,985 pairs from IEDB/IMGT. Task: Regression. Given a peptide amino acid sequence and an MHC pseudo amino acid sequence, predict their binding affinity value. This is MHC class I binding data. (1) The binding affinity (normalized) is 0. The MHC is Patr-A0701 with pseudo-sequence Patr-A0701. The peptide sequence is SEIDLILGY. (2) The MHC is Mamu-B17 with pseudo-sequence Mamu-B17. The binding affinity (normalized) is 0.152. The peptide sequence is YHVPIMKLY. (3) The peptide sequence is ILNPYMPSV. The MHC is HLA-A02:03 with pseudo-sequence HLA-A02:03. The binding affinity (normalized) is 0.937. (4) The peptide sequence is AEFKYIAAV. The MHC is Mamu-A07 with pseudo-sequence Mamu-A07. The binding affinity (normalized) is 0.